This data is from Reaction yield outcomes from USPTO patents with 853,638 reactions. The task is: Predict the reaction yield, written as a fraction of the theoretical maximum amount of product (1.0 means a 100% yield; for example, 0.34 means a 34% yield). (1) The reactants are FC(F)(F)S(O[C:7]1[CH:8]=[CH:9][C:10]2[C@H:19]3[C@H:15]([CH2:16][N:17]([C:20]([O:22][C:23]([CH3:26])([CH3:25])[CH3:24])=[O:21])[CH2:18]3)[O:14][CH2:13][C:11]=2[CH:12]=1)(=O)=O.C(=O)([O-])[O-].[K+].[K+].CO[CH2:37][CH2:38]OC.O. The catalyst is [Cl-].[Na+].O.C1C=CC([P]([Pd]([P](C2C=CC=CC=2)(C2C=CC=CC=2)C2C=CC=CC=2)([P](C2C=CC=CC=2)(C2C=CC=CC=2)C2C=CC=CC=2)[P](C2C=CC=CC=2)(C2C=CC=CC=2)C2C=CC=CC=2)(C2C=CC=CC=2)C2C=CC=CC=2)=CC=1. The product is [CH:37]([C:7]1[CH:8]=[CH:9][C:10]2[C@H:19]3[C@H:15]([CH2:16][N:17]([C:20]([O:22][C:23]([CH3:25])([CH3:24])[CH3:26])=[O:21])[CH2:18]3)[O:14][CH2:13][C:11]=2[CH:12]=1)=[CH2:38]. The yield is 0.450. (2) The reactants are [CH2:1]([O:8][C:9]1[CH:14]=[CH:13][C:12]([CH2:15][CH:16]([O:20][CH2:21][CH3:22])[C:17]([OH:19])=[O:18])=[CH:11][CH:10]=1)[C:2]1[CH:7]=[CH:6][CH:5]=[CH:4][CH:3]=1.C(Cl)CCl.C(N(C(C)C)CC)(C)C.C1C=CC2N(O)N=NC=2C=1.O.[CH:47]1[CH:52]=[CH:51][C:50]([CH:53]([NH2:56])[CH2:54][OH:55])=[CH:49][CH:48]=1. The catalyst is ClCCl.CCCCCCC.C(OCC)(=O)C. The product is [CH2:1]([O:8][C:9]1[CH:10]=[CH:11][C:12]([CH2:15][C@H:16]([O:20][CH2:21][CH3:22])[C:17]([NH:56][C@H:53]([C:50]2[CH:51]=[CH:52][CH:47]=[CH:48][CH:49]=2)[CH2:54][OH:55])=[O:19])=[CH:13][CH:14]=1)[C:2]1[CH:3]=[CH:4][CH:5]=[CH:6][CH:7]=1.[CH2:1]([O:8][C:9]1[CH:14]=[CH:13][C:12]([CH2:15][C@@H:16]([O:20][CH2:21][CH3:22])[C:17]([NH:56][C@H:53]([C:50]2[CH:51]=[CH:52][CH:47]=[CH:48][CH:49]=2)[CH2:54][OH:55])=[O:18])=[CH:11][CH:10]=1)[C:2]1[CH:3]=[CH:4][CH:5]=[CH:6][CH:7]=1. The yield is 0.370. (3) The catalyst is OS(O)(=O)=O. The product is [CH3:5][O:6][C:7]1[C:8]([N+:1]([O-:4])=[O:2])=[CH:9][C:10]2[CH:16]([CH3:17])[CH2:15][N:14]([C:18](=[O:23])[C:19]([F:22])([F:20])[F:21])[CH2:13][CH2:12][C:11]=2[N:24]=1. The yield is 0.770. The reactants are [N+:1]([O-:4])(O)=[O:2].[CH3:5][O:6][C:7]1[CH:8]=[CH:9][C:10]2[CH:16]([CH3:17])[CH2:15][N:14]([C:18](=[O:23])[C:19]([F:22])([F:21])[F:20])[CH2:13][CH2:12][C:11]=2[N:24]=1.O.C([O-])([O-])=O.[K+].[K+].